Dataset: Peptide-MHC class I binding affinity with 185,985 pairs from IEDB/IMGT. Task: Regression. Given a peptide amino acid sequence and an MHC pseudo amino acid sequence, predict their binding affinity value. This is MHC class I binding data. (1) The peptide sequence is TQLYLGGMSY. The MHC is HLA-A68:01 with pseudo-sequence HLA-A68:01. The binding affinity (normalized) is 0.334. (2) The peptide sequence is VVNDFTVSY. The MHC is HLA-A26:01 with pseudo-sequence HLA-A26:01. The binding affinity (normalized) is 0.499. (3) The peptide sequence is SLASIGTSF. The MHC is HLA-B39:01 with pseudo-sequence HLA-B39:01. The binding affinity (normalized) is 0.0847.